Dataset: Full USPTO retrosynthesis dataset with 1.9M reactions from patents (1976-2016). Task: Predict the reactants needed to synthesize the given product. (1) Given the product [C:16]1([C@H:22]([NH2:24])[CH3:23])[CH:21]=[CH:20][CH:19]=[CH:18][CH:17]=1.[F:1][C:2]1[C:13]([F:14])=[C:12]([F:15])[CH:11]=[CH:10][C:3]=1[NH:4][C@@H:5]([CH3:9])[C:6]([OH:8])=[O:7], predict the reactants needed to synthesize it. The reactants are: [F:1][C:2]1[C:13]([F:14])=[C:12]([F:15])[CH:11]=[CH:10][C:3]=1[NH:4][CH:5]([CH3:9])[C:6]([OH:8])=[O:7].[C:16]1([C@H:22]([NH2:24])[CH3:23])[CH:21]=[CH:20][CH:19]=[CH:18][CH:17]=1. (2) The reactants are: [NH2:1][C:2]1[C:11]2[C:6](=[CH:7][C:8]([C:12]([OH:14])=O)=[CH:9][CH:10]=2)[C:5]([Cl:15])=[CH:4][N:3]=1.Cl.[F:17][C:18]1([F:22])[CH2:21][NH:20][CH2:19]1.CN(C(ON1N=NC2C=CC=NC1=2)=[N+](C)C)C.F[P-](F)(F)(F)(F)F.CCN(C(C)C)C(C)C. Given the product [Cl:15][C:5]1[C:6]2[C:11](=[CH:10][CH:9]=[C:8]([C:12]([N:20]3[CH2:21][C:18]([F:22])([F:17])[CH2:19]3)=[O:14])[CH:7]=2)[C:2]([NH2:1])=[N:3][CH:4]=1, predict the reactants needed to synthesize it.